Dataset: Reaction yield outcomes from USPTO patents with 853,638 reactions. Task: Predict the reaction yield, written as a fraction of the theoretical maximum amount of product (1.0 means a 100% yield; for example, 0.34 means a 34% yield). (1) The reactants are Br[C:2]1[CH:3]=[C:4]2[C:9](=[CH:10][CH:11]=1)[N:8]=[C:7]([CH3:12])[C:6]([S:13]([CH3:16])(=[O:15])=[O:14])=[C:5]2[N:17]1[CH2:22][CH2:21][O:20][CH2:19][CH2:18]1.[C:23]1([C@@H:29]2[CH2:31][C@H:30]2B(O)O)[CH:28]=[CH:27][CH:26]=[CH:25][CH:24]=1.P([O-])([O-])([O-])=O.[K+].[K+].[K+]. The catalyst is [Pd].C1(P(C2C=CC=CC=2)C2C=CC=CC=2)C=CC=CC=1.C1(P(C2C=CC=CC=2)C2C=CC=CC=2)C=CC=CC=1.C1(P(C2C=CC=CC=2)C2C=CC=CC=2)C=CC=CC=1.C1(P(C2C=CC=CC=2)C2C=CC=CC=2)C=CC=CC=1. The product is [CH3:16][S:13]([C:6]1[C:7]([CH3:12])=[N:8][C:9]2[C:4]([C:5]=1[N:17]1[CH2:22][CH2:21][O:20][CH2:19][CH2:18]1)=[CH:3][C:2]([C@@H:30]1[CH2:31][C@H:29]1[C:23]1[CH:28]=[CH:27][CH:26]=[CH:25][CH:24]=1)=[CH:11][CH:10]=2)(=[O:15])=[O:14]. The yield is 0.600. (2) The reactants are [Cl:1][C:2]1[CH:3]=[C:4]2[CH:10]=[CH:9][NH:8][C:5]2=[N:6][CH:7]=1.[C:11]([O:15][C:16](=[O:35])[N:17]([C:27]1[CH:32]=[CH:31][C:30]([CH:33]=[O:34])=[CH:29][N:28]=1)[CH2:18][C:19]1[CH:20]=[N:21][C:22]([O:25][CH3:26])=[CH:23][CH:24]=1)([CH3:14])([CH3:13])[CH3:12].COC1N=CC(C=O)=CC=1.[OH-].[K+]. The catalyst is CO.O. The product is [C:11]([O:15][C:16](=[O:35])[N:17]([C:27]1[CH:32]=[CH:31][C:30]([CH:33]([C:10]2[C:4]3[C:5](=[N:6][CH:7]=[C:2]([Cl:1])[CH:3]=3)[NH:8][CH:9]=2)[OH:34])=[CH:29][N:28]=1)[CH2:18][C:19]1[CH:20]=[N:21][C:22]([O:25][CH3:26])=[CH:23][CH:24]=1)([CH3:14])([CH3:12])[CH3:13]. The yield is 0.370. (3) The reactants are BrC([C:4]1[C:9]2=[N:10][O:11][N:12]=[C:8]2[CH:7]=[CH:6][CH:5]=1)Br.C[CH2:14][OH:15]. The catalyst is O.[N+]([O-])([O-])=O.[Ag+]. The product is [CH:14]([C:6]1[CH:5]=[CH:4][C:9]2[C:8]([CH:7]=1)=[N:12][O:11][N:10]=2)=[O:15]. The yield is 0.780. (4) The reactants are [C:1]([O:5][C@@H:6]([C:11]1[C:16]([CH3:17])=[CH:15][N:14]2[N:18]=[C:19]([C:21](O)=[O:22])[CH:20]=[C:13]2[C:12]=1[N:24]1[CH2:29][CH2:28][C:27]([CH3:31])([CH3:30])[CH2:26][CH2:25]1)[C:7]([O:9][CH3:10])=[O:8])([CH3:4])([CH3:3])[CH3:2].C(Cl)(=O)C(Cl)=O.[NH2:38][CH2:39][C:40](=[O:49])[CH2:41][C:42]1[CH:47]=[CH:46][C:45]([F:48])=[CH:44][CH:43]=1.Cl.CCN(C(C)C)C(C)C. The catalyst is C(Cl)Cl.O.CN(C=O)C. The product is [C:1]([O:5][C@@H:6]([C:11]1[C:16]([CH3:17])=[CH:15][N:14]2[N:18]=[C:19]([C:21](=[O:22])[NH:38][CH2:39][C:40](=[O:49])[CH2:41][C:42]3[CH:47]=[CH:46][C:45]([F:48])=[CH:44][CH:43]=3)[CH:20]=[C:13]2[C:12]=1[N:24]1[CH2:29][CH2:28][C:27]([CH3:30])([CH3:31])[CH2:26][CH2:25]1)[C:7]([O:9][CH3:10])=[O:8])([CH3:3])([CH3:4])[CH3:2]. The yield is 0.550. (5) The reactants are [NH2:1][C:2]([C:4]1[CH:8]=[C:7]([C:9]([OH:11])=O)[N:6]([C:12]2[CH:17]=[CH:16][C:15]([F:18])=[C:14]([C:19]#[N:20])[CH:13]=2)[N:5]=1)=[O:3].[N:21]1[CH:26]=[CH:25][CH:24]=[CH:23][CH:22]=1.C(N=[C:31]=[N:32][CH:33]([CH3:35])[CH3:34])(C)C.Cl. The catalyst is CN(C=O)C. The product is [C:19]([C:14]1[CH:13]=[C:12]([N:6]2[C:7]([C:9]([N:21]3[C:22]4[C:24](=[CH:23][CH:35]=[C:33]([N:32]5[CH2:31][CH2:9][CH2:7][CH2:8][CH2:4][C:2]5=[O:3])[CH:34]=4)[CH2:25][CH2:26]3)=[O:11])=[CH:8][C:4]([C:2]([NH2:1])=[O:3])=[N:5]2)[CH:17]=[CH:16][C:15]=1[F:18])#[N:20]. The yield is 0.290. (6) The reactants are Br[C:2]1[CH:3]=[C:4]2[C:9](=[CH:10][CH:11]=1)[N:8]=[C:7]([O:12][CH2:13][CH2:14][O:15][CH2:16][CH2:17][O:18][CH2:19][CH2:20][F:21])[CH:6]=[CH:5]2.[CH3:22][N:23]([CH3:33])[C:24]1[CH:29]=[CH:28][C:27](B(O)O)=[CH:26][CH:25]=1.C(=O)([O-])[O-].[Na+].[Na+]. The catalyst is COCCOC. The product is [F:21][CH2:20][CH2:19][O:18][CH2:17][CH2:16][O:15][CH2:14][CH2:13][O:12][C:7]1[CH:6]=[CH:5][C:4]2[C:9](=[CH:10][CH:11]=[C:2]([C:27]3[CH:28]=[CH:29][C:24]([N:23]([CH3:33])[CH3:22])=[CH:25][CH:26]=3)[CH:3]=2)[N:8]=1. The yield is 0.300. (7) The reactants are [CH3:1][C:2]1[O:6][C:5]([C:7]([O:9][CH3:10])=[O:8])=[CH:4][C:3]=1[C:11]1[N:15]([CH3:16])[N:14]=[CH:13][CH:12]=1.[Br:17]N1C(=O)CCC1=O. The catalyst is O1CCCC1. The product is [Br:17][C:12]1[CH:13]=[N:14][N:15]([CH3:16])[C:11]=1[C:3]1[CH:4]=[C:5]([C:7]([O:9][CH3:10])=[O:8])[O:6][C:2]=1[CH3:1]. The yield is 0.150.